From a dataset of Forward reaction prediction with 1.9M reactions from USPTO patents (1976-2016). Predict the product of the given reaction. (1) Given the reactants [CH3:1][O:2][C:3]1[C:8]([CH2:9][C:10]#N)=[CH:7][CH:6]=[CH:5][N:4]=1.[OH-:12].[Na+].Cl.C[OH:16], predict the reaction product. The product is: [CH3:1][O:2][C:3]1[C:8]([CH2:9][C:10]([OH:16])=[O:12])=[CH:7][CH:6]=[CH:5][N:4]=1. (2) Given the reactants [Cl:1][C:2]1[N:7]=[CH:6][C:5]([CH2:8][N:9]2[C:13]([CH3:14])=[CH:12][C:11]([C:15]3[O:19][N:18]=[C:17]([C:20]4[CH:25]=[CH:24][C:23]([C:26]5([C:32](OCC)=[O:33])[CH2:31][CH2:30][O:29][CH2:28][CH2:27]5)=[CH:22][CH:21]=4)[N:16]=3)=[N:10]2)=[CH:4][CH:3]=1.[H-].[Al+3].[Li+].[H-].[H-].[H-].[Cl-].[NH4+], predict the reaction product. The product is: [Cl:1][C:2]1[N:7]=[CH:6][C:5]([CH2:8][N:9]2[C:13]([CH3:14])=[CH:12][C:11]([C:15]3[O:19][N:18]=[C:17]([C:20]4[CH:25]=[CH:24][C:23]([C:26]5([CH2:32][OH:33])[CH2:31][CH2:30][O:29][CH2:28][CH2:27]5)=[CH:22][CH:21]=4)[N:16]=3)=[N:10]2)=[CH:4][CH:3]=1. (3) Given the reactants [Cl:1][C:2]1[C:3]([NH2:9])=[N:4][CH:5]=[C:6]([Cl:8])[N:7]=1.[Cl:10][C:11]1[C:16]([Cl:17])=[CH:15][CH:14]=[CH:13][C:12]=1[S:18](Cl)(=[O:20])=[O:19], predict the reaction product. The product is: [Cl:10][C:11]1[C:16]([Cl:17])=[CH:15][CH:14]=[CH:13][C:12]=1[S:18]([NH:9][C:3]1[C:2]([Cl:1])=[N:7][C:6]([Cl:8])=[CH:5][N:4]=1)(=[O:20])=[O:19]. (4) The product is: [CH3:1][S:2][C:3]1[N:4]=[CH:5][C:6]2[CH2:12][N:11]([C:13]3[N:18]=[C:17]([C:19]([NH:27][C:26]4[CH:28]=[CH:29][CH:30]=[C:24]([C:23]([F:22])([F:31])[F:32])[CH:25]=4)=[O:21])[CH:16]=[CH:15][CH:14]=3)[CH2:10][CH2:9][C:7]=2[N:8]=1. Given the reactants [CH3:1][S:2][C:3]1[N:4]=[CH:5][C:6]2[CH2:12][N:11]([C:13]3[N:18]=[C:17]([C:19]([OH:21])=O)[CH:16]=[CH:15][CH:14]=3)[CH2:10][CH2:9][C:7]=2[N:8]=1.[F:22][C:23]([F:32])([F:31])[C:24]1[CH:25]=[C:26]([CH:28]=[CH:29][CH:30]=1)[NH2:27], predict the reaction product. (5) The product is: [Cl:28][CH2:22][C:18]1[CH2:19][CH2:20][CH2:21][C:17]=1[C:12]1[CH:13]=[CH:14][CH:15]=[CH:16][C:11]=1[F:10]. Given the reactants C(N(CC)C(C)C)(C)C.[F:10][C:11]1[CH:16]=[CH:15][CH:14]=[CH:13][C:12]=1[C:17]1[CH2:21][CH2:20][CH2:19][C:18]=1[CH2:22]O.CS([Cl:28])(=O)=O.O, predict the reaction product. (6) Given the reactants Cl.[Cl:2][CH2:3][CH2:4][N:5]1[CH2:10][CH2:9][O:8][CH2:7][CH2:6]1.C(=O)([O-])[O-].[K+].[K+].[F:17][C:18]1[CH:57]=[CH:56][C:21]([CH2:22][N:23]2[C:32](=[O:33])[C:31]3[C:26](=[CH:27][CH:28]=[C:29]([C:34]([C:36]4[N:40]5[CH:41]=[CH:42][CH:43]=[CH:44][C:39]5=[C:38]([C:45]5[CH:46]=[C:47]([CH:51]=[CH:52][CH:53]=5)[C:48]([OH:50])=[O:49])[N:37]=4)=[O:35])[CH:30]=3)[N:25]([CH3:54])[C:24]2=[O:55])=[CH:20][CH:19]=1.O, predict the reaction product. The product is: [ClH:2].[F:17][C:18]1[CH:57]=[CH:56][C:21]([CH2:22][N:23]2[C:32](=[O:33])[C:31]3[C:26](=[CH:27][CH:28]=[C:29]([C:34]([C:36]4[N:40]5[CH:41]=[CH:42][CH:43]=[CH:44][C:39]5=[C:38]([C:45]5[CH:46]=[C:47]([CH:51]=[CH:52][CH:53]=5)[C:48]([O:50][CH2:3][CH2:4][N:5]5[CH2:10][CH2:9][O:8][CH2:7][CH2:6]5)=[O:49])[N:37]=4)=[O:35])[CH:30]=3)[N:25]([CH3:54])[C:24]2=[O:55])=[CH:20][CH:19]=1. (7) Given the reactants [OH:1][C:2]1[CH:3]=[C:4]([CH2:12][C:13]([OH:15])=[O:14])[CH:5]=[C:6]([C:8]([F:11])([F:10])[F:9])[CH:7]=1.[Cl:16][C:17]1[CH:18]=[C:19]([S:24]([CH2:27][C:28]2[CH:33]=[CH:32][CH:31]=[CH:30][N:29]=2)(=[O:26])=[O:25])[CH:20]=[CH:21][C:22]=1F, predict the reaction product. The product is: [Cl:16][C:17]1[CH:18]=[C:19]([S:24]([CH2:27][C:28]2[CH:33]=[CH:32][CH:31]=[CH:30][N:29]=2)(=[O:25])=[O:26])[CH:20]=[CH:21][C:22]=1[O:1][C:2]1[CH:3]=[C:4]([CH2:12][C:13]([OH:15])=[O:14])[CH:5]=[C:6]([C:8]([F:9])([F:10])[F:11])[CH:7]=1. (8) Given the reactants CS(O[CH:6]([C:24]1[CH:29]=[CH:28][C:27]([Br:30])=[CH:26][CH:25]=1)[CH2:7][CH2:8][CH:9](OS(C)(=O)=O)[C:10]1[CH:15]=[CH:14][C:13]([N+:16]([O-:18])=[O:17])=[CH:12][CH:11]=1)(=O)=O.[F:31][C:32]1[CH:38]=[CH:37][C:35]([NH2:36])=[CH:34][CH:33]=1.Cl, predict the reaction product. The product is: [Br:30][C:27]1[CH:28]=[CH:29][C:24]([CH:6]2[CH2:7][CH2:8][CH:9]([C:10]3[CH:15]=[CH:14][C:13]([N+:16]([O-:18])=[O:17])=[CH:12][CH:11]=3)[N:36]2[C:35]2[CH:37]=[CH:38][C:32]([F:31])=[CH:33][CH:34]=2)=[CH:25][CH:26]=1.